From a dataset of Full USPTO retrosynthesis dataset with 1.9M reactions from patents (1976-2016). Predict the reactants needed to synthesize the given product. (1) The reactants are: [F:1][C:2]1[CH:3]=[CH:4][C:5]([OH:28])=[C:6]([C:8]2[CH:13]=[CH:12][CH:11]=[C:10]([S:14]([NH:17][C:18]3[CH:26]=[CH:25][C:21]([C:22]([OH:24])=[O:23])=[C:20]([OH:27])[CH:19]=3)(=[O:16])=[O:15])[CH:9]=2)[CH:7]=1.O[CH:30]1[CH2:34][CH2:33][O:32][CH2:31]1. Given the product [F:1][C:2]1[CH:3]=[CH:4][C:5]([OH:28])=[C:6]([C:8]2[CH:13]=[CH:12][CH:11]=[C:10]([S:14]([NH:17][C:18]3[CH:26]=[CH:25][C:21]([C:22]([O:24][CH:30]4[CH2:34][CH2:33][O:32][CH2:31]4)=[O:23])=[C:20]([OH:27])[CH:19]=3)(=[O:15])=[O:16])[CH:9]=2)[CH:7]=1, predict the reactants needed to synthesize it. (2) Given the product [CH3:1][C:2]1[CH:11]=[C:10]([N:12]2[CH2:13][C@@H:14]([CH3:19])[O:15][C@@H:16]([CH3:18])[CH2:17]2)[CH:9]=[CH:8][C:3]=1[C:4]([OH:6])=[O:5], predict the reactants needed to synthesize it. The reactants are: [CH3:1][C:2]1[CH:11]=[C:10]([N:12]2[CH2:17][C@@H:16]([CH3:18])[O:15][C@@H:14]([CH3:19])[CH2:13]2)[CH:9]=[CH:8][C:3]=1[C:4]([O:6]C)=[O:5].[OH-].[Na+]. (3) Given the product [F:21][C:20]1[C:15]2[O:14][CH:13]=[C:12]([C:6]3([OH:10])[CH2:7][CH2:8][CH2:9][N:4]4[CH:3]=[N:2][CH:1]=[C:5]34)[C:16]=2[CH:17]=[CH:18][CH:19]=1, predict the reactants needed to synthesize it. The reactants are: [CH:1]1[N:2]=[CH:3][N:4]2[CH2:9][CH2:8][CH2:7][C:6](=[O:10])[C:5]=12.Br[C:12]1[C:16]2[CH:17]=[CH:18][CH:19]=[C:20]([F:21])[C:15]=2[O:14][CH:13]=1.